This data is from Experimentally validated miRNA-target interactions with 360,000+ pairs, plus equal number of negative samples. The task is: Binary Classification. Given a miRNA mature sequence and a target amino acid sequence, predict their likelihood of interaction. The miRNA is hsa-miR-651-3p with sequence AAAGGAAAGUGUAUCCUAAAAG. The protein sequence of the target gene is MSEVTKNSLEKILPQLKCHFTWNLFKEDSVSRDLEDRVCNQIEFLNTEFKATMYNLLAYIKHLDGNNEAALECLRQAEELIQQEHADQAEIRSLVTWGNYAWVYYHLGRLSDAQIYVDKVKQTCKKFSNPYSIEYSELDCEEGWTQLKCGRNERAKVCFEKALEEKPNNPEFSSGLAIAMYHLDNHPEKQFSTDVLKQAIELSPDNQYVKVLLGLKLQKMNKEAEGEQFVEEALEKSPCQTDVLRSAAKFYRRKGDLDKAIELFQRVLESTPNNGYLYHQIGCCYKAKVRQMQNTGESEA.... Result: 0 (no interaction).